Dataset: Catalyst prediction with 721,799 reactions and 888 catalyst types from USPTO. Task: Predict which catalyst facilitates the given reaction. (1) Reactant: [OH:1][CH2:2][CH2:3][O:4][N:5]1[C:13](=[O:14])[C:12]2[C:7](=[CH:8][CH:9]=[CH:10][CH:11]=2)[C:6]1=[O:15].N1C=CN=C1.Cl[Si:22]([CH:29]([CH3:31])[CH3:30])([CH:26]([CH3:28])[CH3:27])[CH:23]([CH3:25])[CH3:24].Cl. Product: [CH:23]([Si:22]([CH:29]([CH3:31])[CH3:30])([CH:26]([CH3:28])[CH3:27])[O:1][CH2:2][CH2:3][O:4][N:5]1[C:6](=[O:15])[C:7]2[C:12](=[CH:11][CH:10]=[CH:9][CH:8]=2)[C:13]1=[O:14])([CH3:25])[CH3:24]. The catalyst class is: 2. (2) Reactant: [C:1]([O:12][CH3:13])(=[O:11])[C:2]1[CH:10]=[CH:9][C:7]([OH:8])=[C:4]([O:5][CH3:6])[CH:3]=1.C([O-])([O-])=O.[K+].[K+].[CH2:20](Br)[C:21]1[CH:26]=[CH:25][CH:24]=[CH:23][CH:22]=1.O. Product: [CH3:13][O:12][C:1](=[O:11])[C:2]1[CH:10]=[CH:9][C:7]([O:8][CH2:20][C:21]2[CH:26]=[CH:25][CH:24]=[CH:23][CH:22]=2)=[C:4]([O:5][CH3:6])[CH:3]=1. The catalyst class is: 3. (3) Reactant: [OH:1][CH2:2][C:3](=O)[CH3:4].[O:6]1[CH2:11][CH2:10][CH2:9][CH2:8][CH:7]1[O:12][NH2:13].C(O)(=O)C. Product: [O:6]1[CH2:11][CH2:10][CH2:9][CH2:8][CH:7]1[O:12]/[N:13]=[C:3](\[CH3:4])/[CH2:2][OH:1]. The catalyst class is: 858.